This data is from Catalyst prediction with 721,799 reactions and 888 catalyst types from USPTO. The task is: Predict which catalyst facilitates the given reaction. Reactant: C([O:5][C:6]([CH:8]1[CH:12]([C:13]2[CH:18]=[CH:17][CH:16]=[C:15]([Br:19])[C:14]=2[F:20])[C:11]([C:23]2[CH:28]=[CH:27][C:26]([Cl:29])=[CH:25][C:24]=2[F:30])([C:21]#[N:22])[CH:10]([CH2:31][C:32]([CH3:35])([CH3:34])[CH3:33])[NH:9]1)=[O:7])(C)(C)C.[F:36][C:37]([F:42])([F:41])[C:38]([OH:40])=[O:39]. Product: [F:36][C:37]([F:42])([F:41])[C:38]([OH:40])=[O:39].[Br:19][C:15]1[C:14]([F:20])=[C:13]([CH:12]2[C:11]([C:23]3[CH:28]=[CH:27][C:26]([Cl:29])=[CH:25][C:24]=3[F:30])([C:21]#[N:22])[CH:10]([CH2:31][C:32]([CH3:34])([CH3:35])[CH3:33])[NH:9][CH:8]2[C:6]([OH:7])=[O:5])[CH:18]=[CH:17][CH:16]=1. The catalyst class is: 4.